This data is from Forward reaction prediction with 1.9M reactions from USPTO patents (1976-2016). The task is: Predict the product of the given reaction. (1) Given the reactants ClC1N=CC2CN(C(=O)C)C3C=CC=CC=3C=CC=2C=1.COC1C=CC(B2OC(C)(C)C(C)(C)O2)=CN=1.[C:38]([N:41]1[C:48]2[CH:49]=[CH:50][CH:51]=[CH:52][C:47]=2[CH:46]=[CH:45][C:44]2[N:53]=[C:54]([C:58]3[CH:59]=[N:60][C:61]([O:64][CH3:65])=[CH:62][CH:63]=3)[C:55](F)=[CH:56][C:43]=2[CH2:42]1)(=[O:40])[CH3:39], predict the reaction product. The product is: [C:38]([N:41]1[C:48]2[CH:49]=[CH:50][CH:51]=[CH:52][C:47]=2[CH:46]=[CH:45][C:56]2[CH:55]=[C:54]([C:58]3[CH:59]=[N:60][C:61]([O:64][CH3:65])=[CH:62][CH:63]=3)[N:53]=[CH:44][C:43]=2[CH2:42]1)(=[O:40])[CH3:39]. (2) Given the reactants Br[CH2:2][C:3]([C:5]1[CH:10]=[CH:9][C:8]([Cl:11])=[CH:7][CH:6]=1)=O.C([O:14][C:15]([NH:17][NH2:18])=[S:16])C, predict the reaction product. The product is: [Cl:11][C:8]1[CH:9]=[CH:10][C:5]([C:3]2[CH2:2][S:16][C:15](=[O:14])[NH:17][N:18]=2)=[CH:6][CH:7]=1. (3) Given the reactants [F:1][C:2]1[CH:7]=[C:6]([F:8])[CH:5]=[CH:4][C:3]=1[N:9]1[N:17]=[C:16]([C:18]([NH:20][NH2:21])=[O:19])[C:15]2[CH:14]3[CH2:22][CH:11]([CH2:12][CH2:13]3)[C:10]1=2.C(N(CC)CC)C.[C:30](Cl)(=O)[C:31]([CH3:34])([CH3:33])[CH3:32].S(Cl)(Cl)=O, predict the reaction product. The product is: [C:31]([C:34]1[O:19][C:18]([C:16]2[C:15]3[CH:14]4[CH2:22][CH:11]([C:10]=3[N:9]([C:3]3[CH:4]=[CH:5][C:6]([F:8])=[CH:7][C:2]=3[F:1])[N:17]=2)[CH2:12][CH2:13]4)=[N:20][N:21]=1)([CH3:33])([CH3:32])[CH3:30]. (4) Given the reactants Cl[C:2]1[CH:7]=[C:6]([CH:8]([S:17][C:18]2[CH:23]=[CH:22][C:21]([Cl:24])=[CH:20][CH:19]=2)[C:9]2[CH:14]=[C:13]([F:15])[CH:12]=[CH:11][C:10]=2[F:16])[C:5]([Cl:25])=[CH:4][N:3]=1.[NH2:26][CH2:27][CH2:28][CH2:29][N:30]1[CH2:34][CH2:33][CH2:32][C:31]1=[O:35], predict the reaction product. The product is: [Cl:25][C:5]1[C:6]([CH:8]([S:17][C:18]2[CH:23]=[CH:22][C:21]([Cl:24])=[CH:20][CH:19]=2)[C:9]2[CH:14]=[C:13]([F:15])[CH:12]=[CH:11][C:10]=2[F:16])=[CH:7][C:2]([NH:26][CH2:27][CH2:28][CH2:29][N:30]2[CH2:34][CH2:33][CH2:32][C:31]2=[O:35])=[N:3][CH:4]=1. (5) Given the reactants [Br:1][C:2]1[CH:7]=[C:6]([N+:8]([O-:10])=[O:9])[C:5]([CH3:11])=[CH:4][C:3]=1F.C(=O)([O-])[O-].[K+].[K+].[NH:19]1[CH2:24][CH2:23][O:22][CH2:21][CH2:20]1, predict the reaction product. The product is: [Br:1][C:2]1[CH:7]=[C:6]([N+:8]([O-:10])=[O:9])[C:5]([CH3:11])=[CH:4][C:3]=1[N:19]1[CH2:24][CH2:23][O:22][CH2:21][CH2:20]1. (6) Given the reactants C[O:2][C:3]([C:5]1[CH:6]=[CH:7][C:8]2[O:17][CH2:16][CH2:15][C:14]3[CH:13]=[C:12](C(=O)N(C4C=CC(Cl)=CC=4Cl)C)[S:11][C:10]=3[C:9]=2[CH:30]=1)=[O:4].[OH-].[Na+].Cl, predict the reaction product. The product is: [S:11]1[C:10]2[C:9]3[CH:30]=[C:5]([C:3]([OH:4])=[O:2])[CH:6]=[CH:7][C:8]=3[O:17][CH2:16][CH2:15][C:14]=2[CH:13]=[CH:12]1. (7) Given the reactants [NH2:1][C:2]1[CH:3]=[C:4]([OH:9])[CH:5]=[CH:6][C:7]=1[F:8].I[C:11]1[CH:12]=[CH:13][C:14]2[N:15]([CH:17]=[C:18]([NH:20][C:21]([CH:23]3[CH2:25][CH:24]3[CH3:26])=[O:22])[N:19]=2)[N:16]=1.C(=O)([O-])[O-].[K+].[K+], predict the reaction product. The product is: [NH2:1][C:2]1[CH:3]=[C:4]([CH:5]=[CH:6][C:7]=1[F:8])[O:9][C:11]1[CH:12]=[CH:13][C:14]2[N:15]([CH:17]=[C:18]([NH:20][C:21]([CH:23]3[CH2:25][CH:24]3[CH3:26])=[O:22])[N:19]=2)[N:16]=1. (8) Given the reactants [C:1]([O:5][C:6](=[O:30])[N:7]([C:20]1[C:21]2[N:22]([CH:27]=[CH:28][N:29]=2)[C:23](Br)=[CH:24][N:25]=1)[C:8]1[CH:13]=[CH:12][C:11]([N:14]2[CH2:19][CH2:18][O:17][CH2:16][CH2:15]2)=[CH:10][CH:9]=1)([CH3:4])([CH3:3])[CH3:2].[F:31][C:32]1[CH:37]=[C:36](B2OC(C)(C)C(C)(C)O2)[CH:35]=[C:34]([C:47]([F:50])([F:49])[F:48])[N:33]=1.CC([O-])=O.[K+], predict the reaction product. The product is: [C:1]([O:5][C:6](=[O:30])[N:7]([C:20]1[C:21]2[N:22]([CH:27]=[CH:28][N:29]=2)[C:23]([C:36]2[CH:35]=[C:34]([C:47]([F:48])([F:49])[F:50])[N:33]=[C:32]([F:31])[CH:37]=2)=[CH:24][N:25]=1)[C:8]1[CH:13]=[CH:12][C:11]([N:14]2[CH2:19][CH2:18][O:17][CH2:16][CH2:15]2)=[CH:10][CH:9]=1)([CH3:4])([CH3:3])[CH3:2]. (9) Given the reactants [C:1]([Si:5]([O:8][C@@H:9]1[C:17]2[C:12](=[C:13]([CH:18]3[C:21]([CH3:23])([CH3:22])[CH:20]([CH2:24]I)[O:19]3)[CH:14]=[CH:15][CH:16]=2)[CH2:11][CH2:10]1)([CH3:7])[CH3:6])([CH3:4])([CH3:3])[CH3:2].C(N(CC)CC)C, predict the reaction product. The product is: [C:1]([Si:5]([CH3:7])([CH3:6])[O:8][C@@H:9]1[C:17]2[C:12](=[C:13]([CH:18]3[C:21]([CH3:23])([CH3:22])[CH:20]([CH3:24])[O:19]3)[CH:14]=[CH:15][CH:16]=2)[CH2:11][CH2:10]1)([CH3:3])([CH3:4])[CH3:2]. (10) The product is: [N:30]1[C:31]2[C:36](=[CH:35][CH:34]=[CH:33][CH:32]=2)[CH:37]=[C:28]([NH:27][C:15]([CH:12]2[CH2:11][CH2:10][N:9]([C:3]3[CH:4]=[CH:5][CH:6]=[C:7]([CH3:8])[C:2]=3[CH3:1])[CH2:14][CH2:13]2)=[O:17])[CH:29]=1. Given the reactants [CH3:1][C:2]1[C:7]([CH3:8])=[CH:6][CH:5]=[CH:4][C:3]=1[N:9]1[CH2:14][CH2:13][CH:12]([C:15]([OH:17])=O)[CH2:11][CH2:10]1.BrC1C=CC=C(C)C=1C.[NH2:27][C:28]1[CH:29]=[N:30][C:31]2[C:36]([CH:37]=1)=[CH:35][CH:34]=[CH:33][CH:32]=2, predict the reaction product.